Regression. Given two drug SMILES strings and cell line genomic features, predict the synergy score measuring deviation from expected non-interaction effect. From a dataset of NCI-60 drug combinations with 297,098 pairs across 59 cell lines. (1) Synergy scores: CSS=-1.30, Synergy_ZIP=2.73, Synergy_Bliss=-6.12, Synergy_Loewe=-3.04, Synergy_HSA=-4.12. Cell line: TK-10. Drug 1: CC1=C(C=C(C=C1)C(=O)NC2=CC(=CC(=C2)C(F)(F)F)N3C=C(N=C3)C)NC4=NC=CC(=N4)C5=CN=CC=C5. Drug 2: C1CN(P(=O)(OC1)NCCCl)CCCl. (2) Drug 2: C1=NC2=C(N1)C(=S)N=CN2. Cell line: K-562. Drug 1: C1=NC(=NC(=O)N1C2C(C(C(O2)CO)O)O)N. Synergy scores: CSS=54.9, Synergy_ZIP=-0.133, Synergy_Bliss=-0.0687, Synergy_Loewe=-1.49, Synergy_HSA=2.90. (3) Drug 1: CC12CCC3C(C1CCC2=O)CC(=C)C4=CC(=O)C=CC34C. Drug 2: CCC1=CC2CC(C3=C(CN(C2)C1)C4=CC=CC=C4N3)(C5=C(C=C6C(=C5)C78CCN9C7C(C=CC9)(C(C(C8N6C)(C(=O)OC)O)OC(=O)C)CC)OC)C(=O)OC.C(C(C(=O)O)O)(C(=O)O)O. Cell line: OVCAR3. Synergy scores: CSS=76.4, Synergy_ZIP=-0.0813, Synergy_Bliss=0.464, Synergy_Loewe=-3.71, Synergy_HSA=1.44. (4) Synergy scores: CSS=-0.696, Synergy_ZIP=0.912, Synergy_Bliss=-0.286, Synergy_Loewe=-0.733, Synergy_HSA=-2.14. Drug 2: C1=CN(C=N1)CC(O)(P(=O)(O)O)P(=O)(O)O. Drug 1: CCC1(CC2CC(C3=C(CCN(C2)C1)C4=CC=CC=C4N3)(C5=C(C=C6C(=C5)C78CCN9C7C(C=CC9)(C(C(C8N6C)(C(=O)OC)O)OC(=O)C)CC)OC)C(=O)OC)O.OS(=O)(=O)O. Cell line: HCT116.